From a dataset of Full USPTO retrosynthesis dataset with 1.9M reactions from patents (1976-2016). Predict the reactants needed to synthesize the given product. (1) The reactants are: [CH2:1]([C:3]1[CH:8]=[CH:7][C:6]([C:9]2[C:10]([O:18][CH2:19][C:20]([F:23])([F:22])[F:21])=[N:11][CH:12]=[C:13]([CH:17]=2)[C:14](O)=[O:15])=[CH:5][CH:4]=1)[CH3:2].[F:24][C:25]([F:34])([F:33])[C:26]1[N:30]=[C:29]([CH2:31][NH2:32])[O:28][N:27]=1. Given the product [CH2:1]([C:3]1[CH:4]=[CH:5][C:6]([C:9]2[C:10]([O:18][CH2:19][C:20]([F:23])([F:21])[F:22])=[N:11][CH:12]=[C:13]([CH:17]=2)[C:14]([NH:32][CH2:31][C:29]2[O:28][N:27]=[C:26]([C:25]([F:34])([F:33])[F:24])[N:30]=2)=[O:15])=[CH:7][CH:8]=1)[CH3:2], predict the reactants needed to synthesize it. (2) Given the product [Cl:2][C:3]1[CH:28]=[CH:27][CH:26]=[CH:25][C:4]=1[CH:5]=[CH:35][CH:37]1[CH2:42][CH2:41][N:40]([C:43]([O:45][C:46]([CH3:47])([CH3:49])[CH3:48])=[O:44])[CH2:39][CH2:38]1, predict the reactants needed to synthesize it. The reactants are: [Cl-].[Cl:2][C:3]1[CH:28]=[CH:27][CH:26]=[CH:25][C:4]=1[CH2:5][P+](C1C=CC=CC=1)(C1C=CC=CC=1)C1C=CC=CC=1.CC(C)([O-])C.[K+].[CH:35]([CH:37]1[CH2:42][CH2:41][N:40]([C:43]([O:45][C:46]([CH3:49])([CH3:48])[CH3:47])=[O:44])[CH2:39][CH2:38]1)=O.[Cl-].[NH4+]. (3) Given the product [F:36][C:32]1[CH:31]=[C:30]2[C:35]([C:27]([CH:24]3[CH2:23][CH2:22][C:21](=[O:20])[CH2:26][CH2:25]3)=[CH:28][NH:29]2)=[CH:34][CH:33]=1, predict the reactants needed to synthesize it. The reactants are: N1C2C(=CC=CC=2)C(C2CCC(=O)CC2)=C1.O1[C:21]2([CH2:26][CH2:25][CH:24]([C:27]3[C:35]4[C:30](=[CH:31][C:32]([F:36])=[CH:33][CH:34]=4)[NH:29][CH:28]=3)[CH2:23][CH2:22]2)[O:20]CC1. (4) Given the product [Br:1][C:2]1[CH:9]=[C:8]([CH3:10])[C:5]([C:6]([NH2:7])=[O:13])=[C:4]([O:11][CH3:12])[CH:3]=1, predict the reactants needed to synthesize it. The reactants are: [Br:1][C:2]1[CH:9]=[C:8]([CH3:10])[C:5]([C:6]#[N:7])=[C:4]([O:11][CH3:12])[CH:3]=1.[OH-:13].[Na+]. (5) Given the product [CH3:10][Bi:11]([CH2:1][C:2]1[CH:7]=[CH:6][CH:5]=[CH:4][CH:3]=1)[CH3:12], predict the reactants needed to synthesize it. The reactants are: [CH2:1]([Mg]Cl)[C:2]1[CH:7]=[CH:6][CH:5]=[CH:4][CH:3]=1.[CH3:10][Bi:11](Br)[CH3:12].CCCCCC. (6) Given the product [C:40]1([CH3:50])[CH:41]=[CH:42][C:43]([S:46]([OH:49])(=[O:47])=[O:48])=[CH:44][CH:45]=1.[OH:8][CH2:9][CH2:10][NH:11][C:12]([C:14]1[C:15]2[S:23][CH:22]=[C:21]([CH2:24][O:25][C:26]3[CH:31]=[C:30]([C:32]4[O:33][C:34]([CH3:37])=[N:35][N:36]=4)[CH:29]=[CH:28][C:27]=3[CH3:38])[C:16]=2[C:17]([NH2:20])=[N:18][CH:19]=1)=[O:13], predict the reactants needed to synthesize it. The reactants are: FC(F)(F)C(O)=O.[OH:8][CH2:9][CH2:10][NH:11][C:12]([C:14]1[C:15]2[S:23][CH:22]=[C:21]([CH2:24][O:25][C:26]3[CH:31]=[C:30]([C:32]4[O:33][C:34]([CH3:37])=[N:35][N:36]=4)[CH:29]=[CH:28][C:27]=3[CH3:38])[C:16]=2[C:17]([NH2:20])=[N:18][CH:19]=1)=[O:13].O.[C:40]1([CH3:50])[CH:45]=[CH:44][C:43]([S:46]([OH:49])(=[O:48])=[O:47])=[CH:42][CH:41]=1.